From a dataset of Full USPTO retrosynthesis dataset with 1.9M reactions from patents (1976-2016). Predict the reactants needed to synthesize the given product. (1) Given the product [F:1][C:2]1[CH:7]=[CH:6][C:5]([CH2:8][C:9]2[CH:18]=[C:17]3[C:12]([C:13]([OH:32])=[C:14]([C:27]([NH:33][CH2:34][CH2:35][CH2:36][N:37]4[CH2:41][CH2:40][CH2:39][C:38]4=[O:42])=[O:28])[C:15](=[O:26])[N:16]3[CH2:19][CH2:20][CH2:21][S:22]([CH3:25])(=[O:24])=[O:23])=[N:11][CH:10]=2)=[CH:4][CH:3]=1, predict the reactants needed to synthesize it. The reactants are: [F:1][C:2]1[CH:7]=[CH:6][C:5]([CH2:8][C:9]2[CH:18]=[C:17]3[C:12]([C:13]([OH:32])=[C:14]([C:27](OCC)=[O:28])[C:15](=[O:26])[N:16]3[CH2:19][CH2:20][CH2:21][S:22]([CH3:25])(=[O:24])=[O:23])=[N:11][CH:10]=2)=[CH:4][CH:3]=1.[NH2:33][CH2:34][CH2:35][CH2:36][N:37]1[CH2:41][CH2:40][CH2:39][C:38]1=[O:42]. (2) Given the product [C:17]([O:21][C:22]([N:24]1[CH2:25][CH:26]=[C:27]([C:2]2[N:3]=[C:4]([NH2:16])[C:5]3[N:6]([N:8]=[C:9]([C:11]4[O:12][CH:13]=[CH:14][CH:15]=4)[N:10]=3)[CH:7]=2)[CH2:28][CH2:29]1)=[O:23])([CH3:20])([CH3:18])[CH3:19], predict the reactants needed to synthesize it. The reactants are: Br[C:2]1[N:3]=[C:4]([NH2:16])[C:5]2[N:6]([N:8]=[C:9]([C:11]3[O:12][CH:13]=[CH:14][CH:15]=3)[N:10]=2)[CH:7]=1.[C:17]([O:21][C:22]([N:24]1[CH2:29][CH:28]=[C:27](B2OC(C)(C)C(C)(C)O2)[CH2:26][CH2:25]1)=[O:23])([CH3:20])([CH3:19])[CH3:18].C([O-])([O-])=O.[Na+].[Na+]. (3) Given the product [OH:30][C:9]1[CH:17]=[CH:16][C:15]2[N:14]3[CH2:18][CH2:19][C:20](=[CH:21][C:22]([O:24][C:25]([CH3:28])([CH3:27])[CH3:26])=[O:23])[C:13]3=[CH:12][C:11]=2[CH:10]=1, predict the reactants needed to synthesize it. The reactants are: CC1(C)C(C)(C)OB([C:9]2[CH:17]=[CH:16][C:15]3[N:14]4[CH2:18][CH2:19][C:20](=[CH:21][C:22]([O:24][C:25]([CH3:28])([CH3:27])[CH3:26])=[O:23])[C:13]4=[CH:12][C:11]=3[CH:10]=2)O1.[OH-:30].[Na+].OO.Cl.